Dataset: Reaction yield outcomes from USPTO patents with 853,638 reactions. Task: Predict the reaction yield, written as a fraction of the theoretical maximum amount of product (1.0 means a 100% yield; for example, 0.34 means a 34% yield). The reactants are [Br:1][C:2]1[CH:12]=[C:11](/[CH:13]=[CH:14]\[CH:15]([C:20]2[CH:25]=[C:24]([Cl:26])[C:23]([Cl:27])=[C:22]([Cl:28])[CH:21]=2)[C:16]([F:19])([F:18])[F:17])[CH:10]=[CH:9][C:3]=1[C:4]([O:6]CC)=[O:5].I[Si](C)(C)C. The catalyst is CC#N. The product is [Br:1][C:2]1[CH:12]=[C:11](/[CH:13]=[CH:14]\[CH:15]([C:20]2[CH:21]=[C:22]([Cl:28])[C:23]([Cl:27])=[C:24]([Cl:26])[CH:25]=2)[C:16]([F:19])([F:18])[F:17])[CH:10]=[CH:9][C:3]=1[C:4]([OH:6])=[O:5]. The yield is 0.420.